Dataset: Full USPTO retrosynthesis dataset with 1.9M reactions from patents (1976-2016). Task: Predict the reactants needed to synthesize the given product. (1) Given the product [CH3:33][O:32][C:22]1[C:23]2[O:31][C:26]3([CH2:27][CH2:28][CH2:29][CH2:30]3)[CH2:25][C:24]=2[C:19]([C:13]2[C:14]([CH3:18])([CH3:17])[C:15](=[O:16])[N:11]([CH:8]3[CH2:9][CH2:10][N:5]([C:3](=[O:4])[CH2:2][N:38]4[C:34](=[O:40])[CH2:35][CH2:36][C:37]4=[O:39])[CH2:6][CH2:7]3)[N:12]=2)=[CH:20][CH:21]=1, predict the reactants needed to synthesize it. The reactants are: Cl[CH2:2][C:3]([N:5]1[CH2:10][CH2:9][CH:8]([N:11]2[C:15](=[O:16])[C:14]([CH3:18])([CH3:17])[C:13]([C:19]3[C:24]4[CH2:25][C:26]5([O:31][C:23]=4[C:22]([O:32][CH3:33])=[CH:21][CH:20]=3)[CH2:30][CH2:29][CH2:28][CH2:27]5)=[N:12]2)[CH2:7][CH2:6]1)=[O:4].[C:34]1(=[O:40])[NH:38][C:37](=[O:39])[CH2:36][CH2:35]1. (2) Given the product [NH2:34][C:35]1[C:40]([S:41]([NH:44][C:8]([C:7]2[C:2]([Cl:1])=[N:3][C:4]([N:11]3[CH:15]=[CH:14][C:13]([O:16][CH2:17][C:18]([CH3:21])([CH3:20])[CH3:19])=[N:12]3)=[CH:5][CH:6]=2)=[O:10])(=[O:42])=[O:43])=[CH:39][CH:38]=[CH:37][N:36]=1, predict the reactants needed to synthesize it. The reactants are: [Cl:1][C:2]1[C:7]([C:8]([OH:10])=O)=[CH:6][CH:5]=[C:4]([N:11]2[CH:15]=[CH:14][C:13]([O:16][CH2:17][C:18]([CH3:21])([CH3:20])[CH3:19])=[N:12]2)[N:3]=1.C1N=CN(C(N2C=NC=C2)=O)C=1.[NH2:34][C:35]1[C:40]([S:41]([NH2:44])(=[O:43])=[O:42])=[CH:39][CH:38]=[CH:37][N:36]=1.[H-].[Na+].C(O)(=O)C. (3) Given the product [OH:17][CH2:18][C:14]1[CH2:13][C:11]([C:10]([F:22])([F:21])[F:9])([OH:12])[N:7]([C:1]2[CH:6]=[CH:5][CH:4]=[CH:3][CH:2]=2)[N:8]=1, predict the reactants needed to synthesize it. The reactants are: [C:1]1([NH:7][NH2:8])[CH:6]=[CH:5][CH:4]=[CH:3][CH:2]=1.[F:9][C:10]([F:22])([F:21])[C:11]([CH:13]=[C:14]1[CH2:18][O:17]C(C)(C)O1)=[O:12]. (4) Given the product [NH2:2][CH2:1][C:7]1[N:6]=[CH:5][C:4]([Br:3])=[CH:9][N:8]=1, predict the reactants needed to synthesize it. The reactants are: [CH3:1][NH2:2].[Br:3][C:4]1[CH:5]=[N:6][C:7](Cl)=[N:8][CH:9]=1.